This data is from Reaction yield outcomes from USPTO patents with 853,638 reactions. The task is: Predict the reaction yield, written as a fraction of the theoretical maximum amount of product (1.0 means a 100% yield; for example, 0.34 means a 34% yield). (1) The reactants are C(O)C.C([O:11][C:12](=[O:29])[C:13]1[CH:18]=[C:17]([C:19]#[N:20])[CH:16]=[CH:15][C:14]=1[O:21]CC1C=CC=CC=1)C1C=CC=CC=1. The catalyst is [Pd].O1CCCC1. The product is [C:19]([C:17]1[CH:18]=[C:13]([C:12]([OH:29])=[O:11])[C:14]([OH:21])=[CH:15][CH:16]=1)#[N:20]. The yield is 1.00. (2) The reactants are [CH3:1][O:2][C:3]1[CH:8]=[CH:7][CH:6]=[C:5]([O:9]C)[C:4]=1[C:11]1[C:19]2[C:14](=[N:15][CH:16]=[C:17]([C:20]3[CH:21]=[C:22]([OH:26])[CH:23]=[CH:24][CH:25]=3)[CH:18]=2)[NH:13][CH:12]=1.BrBr.[OH-].[K+].Cl.[CH3:32][C:33]([OH:35])=O. No catalyst specified. The product is [OH:9][C:5]1[C:4]([C:11]2[C:19]3[C:14](=[N:15][CH:16]=[C:17]([C:20]4[CH:25]=[CH:24][CH:23]=[C:22]([OH:26])[CH:21]=4)[CH:18]=3)[NH:13][CH:12]=2)=[C:3]([O:2][CH3:1])[CH:8]=[CH:7][C:6]=1[C:33](=[O:35])[CH3:32]. The yield is 0.200. (3) The reactants are [CH3:1][C@H:2]1[CH2:7][NH:6][C@H:5]([CH3:8])[CH2:4][N:3]1[C:9]1[C:18]2[C:13](=[CH:14][CH:15]=[CH:16][CH:17]=2)[C:12]([C:19]2[CH:24]=[CH:23][C:22]([F:25])=[CH:21][CH:20]=2)=[N:11][N:10]=1.[F:26][C:27]1[CH:32]=[CH:31][C:30]([N:33]=[C:34]=[O:35])=[CH:29][CH:28]=1.[ClH:36]. The catalyst is C(Cl)Cl. The product is [ClH:36].[F:26][C:27]1[CH:32]=[CH:31][C:30]([NH:33][C:34]([N:6]2[CH2:7][C@@H:2]([CH3:1])[N:3]([C:9]3[C:18]4[C:13](=[CH:14][CH:15]=[CH:16][CH:17]=4)[C:12]([C:19]4[CH:20]=[CH:21][C:22]([F:25])=[CH:23][CH:24]=4)=[N:11][N:10]=3)[CH2:4][C@@H:5]2[CH3:8])=[O:35])=[CH:29][CH:28]=1. The yield is 0.430. (4) The reactants are [CH3:1][O:2][C:3](=[O:23])[C:4]1[CH:9]=[CH:8][C:7]([CH2:10][NH:11][CH:12]=O)=[N:6][C:5]=1[NH:14][C:15]1[CH:20]=[CH:19][C:18]([I:21])=[CH:17][C:16]=1[F:22].O(Cl)Cl.[P+5]. The catalyst is C1(C)C=CC=CC=1. The product is [CH3:1][O:2][C:3]([C:4]1[CH:9]=[CH:8][C:7]2[N:6]([CH:12]=[N:11][CH:10]=2)[C:5]=1[NH:14][C:15]1[CH:20]=[CH:19][C:18]([I:21])=[CH:17][C:16]=1[F:22])=[O:23]. The yield is 0.500. (5) The reactants are [CH3:1][C:2]1[CH:7]=[CH:6][C:5]([C:8]2(C(C3CCCCO3)=O)[C:16]3[C:11](=[CH:12][CH:13]=[C:14]([C:17]4[N:21]=[CH:20][N:19](C5C=CC(C)=C(C)C=5C)[N:18]=4)[CH:15]=3)[NH:10][NH:9]2)=[CH:4][CH:3]=1.[OH-].[Na+]. The catalyst is Cl.O1CCOCC1. The product is [CH3:1][C:2]1[CH:7]=[CH:6][C:5]([C:8]2[C:16]3[C:11](=[CH:12][CH:13]=[C:14]([C:17]4[N:21]=[CH:20][NH:19][N:18]=4)[CH:15]=3)[NH:10][N:9]=2)=[CH:4][CH:3]=1. The yield is 0.400. (6) The reactants are [Cl:1][C:2]1[N:3]=[C:4](Cl)[C:5]2[S:10][CH:9]=[C:8]([CH3:11])[C:6]=2[N:7]=1.[CH2:13]([NH2:20])[C:14]1[CH:19]=[CH:18][CH:17]=[CH:16][CH:15]=1.O. The catalyst is CN(C=O)C. The product is [CH2:13]([NH:20][C:4]1[C:5]2[S:10][CH:9]=[C:8]([CH3:11])[C:6]=2[N:7]=[C:2]([Cl:1])[N:3]=1)[C:14]1[CH:19]=[CH:18][CH:17]=[CH:16][CH:15]=1. The yield is 0.945. (7) The reactants are Cl[C:2]1([C:12]2[CH:17]=[CH:16][C:15]([Cl:18])=[CH:14][CH:13]=2)[C:10]2[C:5](=[CH:6][CH:7]=[CH:8][CH:9]=2)[C:4](=[O:11])[O:3]1.C(N(CC)CC)C.[CH2:26]([NH2:29])[CH2:27][CH3:28]. The catalyst is C(OCC)(=O)C. The product is [Cl:18][C:15]1[CH:16]=[CH:17][C:12]([C:2]2([OH:3])[C:10]3[C:5](=[CH:6][CH:7]=[CH:8][CH:9]=3)[C:4](=[O:11])[N:29]2[CH2:26][CH2:27][CH3:28])=[CH:13][CH:14]=1. The yield is 0.770. (8) The reactants are [Cl:1][C:2]1[CH:3]=[CH:4][C:5]([NH:18][CH2:19][CH:20]2[CH2:25][CH2:24][NH:23][CH2:22][CH2:21]2)=[C:6]([CH:17]=1)[C:7]([NH:9][C:10]1[CH:15]=[CH:14][C:13]([Cl:16])=[CH:12][N:11]=1)=[O:8].Cl[C:27]1[CH:28]=CC(N(C2CCN(C(C)C)CC2)C)=C([CH:42]=1)C(NC1C=CC(Cl)=CN=1)=O. No catalyst specified. The product is [Cl:1][C:2]1[CH:3]=[CH:4][C:5]([NH:18][CH2:19][CH:20]2[CH2:21][CH2:22][N:23]([CH:27]([CH3:28])[CH3:42])[CH2:24][CH2:25]2)=[C:6]([CH:17]=1)[C:7]([NH:9][C:10]1[CH:15]=[CH:14][C:13]([Cl:16])=[CH:12][N:11]=1)=[O:8]. The yield is 0.540. (9) The reactants are [CH2:1]([C:5]1[N:6]=[C:7]([CH3:27])[NH:8][C:9](=[O:26])[C:10]=1[CH2:11][C:12]1[CH:17]=[CH:16][C:15]([C:18]2[C:19]([C:24]#[N:25])=[CH:20][CH:21]=[CH:22][CH:23]=2)=[CH:14][CH:13]=1)[CH2:2][CH2:3][CH3:4].C(=O)([O-])[O-].[Cs+].[Cs+].I[CH2:35][C:36]([CH3:39])([CH3:38])[CH3:37].CN(C)C(=O)C. The catalyst is C(OCC)(=O)C. The product is [CH2:1]([C:5]1[N:6]=[C:7]([CH3:27])[N:8]([CH2:35][C:36]([CH3:39])([CH3:38])[CH3:37])[C:9](=[O:26])[C:10]=1[CH2:11][C:12]1[CH:17]=[CH:16][C:15]([C:18]2[C:19]([C:24]#[N:25])=[CH:20][CH:21]=[CH:22][CH:23]=2)=[CH:14][CH:13]=1)[CH2:2][CH2:3][CH3:4]. The yield is 0.300.